Dataset: Reaction yield outcomes from USPTO patents with 853,638 reactions. Task: Predict the reaction yield, written as a fraction of the theoretical maximum amount of product (1.0 means a 100% yield; for example, 0.34 means a 34% yield). (1) The reactants are [C:1]([C:9]1[CH:10]=[C:11]2[C:15](=[CH:16][CH:17]=1)[N:14]([C:18]([NH:20][CH2:21][CH2:22][C:23]([O:25][CH2:26][CH3:27])=[O:24])=[O:19])[CH2:13][CH2:12]2)#[C:2][CH2:3][CH2:4][CH2:5][CH2:6][CH2:7][CH3:8]. The catalyst is CCO.[Pd]. The product is [CH2:1]([C:9]1[CH:10]=[C:11]2[C:15](=[CH:16][CH:17]=1)[N:14]([C:18]([NH:20][CH2:21][CH2:22][C:23]([O:25][CH2:26][CH3:27])=[O:24])=[O:19])[CH2:13][CH2:12]2)[CH2:2][CH2:3][CH2:4][CH2:5][CH2:6][CH2:7][CH3:8]. The yield is 0.900. (2) The reactants are Br[C:2]1[N:3]([CH:24]([CH2:26][CH3:27])[CH3:25])[C:4]2[C:9]([N:10]=1)=[C:8]([C:11]1[CH:12]=[N:13][C:14]([NH2:17])=[N:15][CH:16]=1)[N:7]=[C:6]([N:18]1[CH2:23][CH2:22][O:21][CH2:20][CH2:19]1)[N:5]=2.[CH3:28][Zn]C.CO. The catalyst is O1CCOCC1.C1C=CC(P(C2C=CC=CC=2)[C-]2C=CC=C2)=CC=1.C1C=CC(P(C2C=CC=CC=2)[C-]2C=CC=C2)=CC=1.Cl[Pd]Cl.[Fe+2]. The product is [CH:24]([N:3]1[C:2]([CH3:28])=[N:10][C:9]2[C:4]1=[N:5][C:6]([N:18]1[CH2:23][CH2:22][O:21][CH2:20][CH2:19]1)=[N:7][C:8]=2[C:11]1[CH:12]=[N:13][C:14]([NH2:17])=[N:15][CH:16]=1)([CH2:26][CH3:27])[CH3:25]. The yield is 0.470. (3) The reactants are [CH2:1]([N:3](CC1C=CC(OC)=CC=1)[C:4]1[CH:5]=[C:6]([N:15]2[CH2:19][CH2:18][CH2:17][C:16]2=[O:20])[C:7]([F:14])=[C:8]([CH:13]=1)[C:9]([O:11][CH3:12])=[O:10])[CH3:2]. The catalyst is CCO.[Pd]. The product is [CH2:1]([NH:3][C:4]1[CH:5]=[C:6]([N:15]2[CH2:19][CH2:18][CH2:17][C:16]2=[O:20])[C:7]([F:14])=[C:8]([CH:13]=1)[C:9]([O:11][CH3:12])=[O:10])[CH3:2]. The yield is 0.980. (4) The reactants are [O-]CC.[Na+].[CH2:5]([O:12][C:13]1[CH:18]=[C:17]([O:19][CH2:20][C:21]2[CH:26]=[CH:25][CH:24]=[CH:23][CH:22]=2)[C:16]([C:27]([CH3:30])([CH3:29])[CH3:28])=[CH:15][C:14]=1[C:31](=[O:33])[CH3:32])[C:6]1[CH:11]=[CH:10][CH:9]=[CH:8][CH:7]=1.[C:34](OCC)(=[O:40])[C:35]([O:37][CH2:38][CH3:39])=[O:36].Cl. The catalyst is C(O)C.O. The product is [CH2:38]([O:37][C:35](=[O:36])[C:34]([OH:40])=[CH:32][C:31]([C:14]1[CH:15]=[C:16]([C:27]([CH3:29])([CH3:28])[CH3:30])[C:17]([O:19][CH2:20][C:21]2[CH:22]=[CH:23][CH:24]=[CH:25][CH:26]=2)=[CH:18][C:13]=1[O:12][CH2:5][C:6]1[CH:7]=[CH:8][CH:9]=[CH:10][CH:11]=1)=[O:33])[CH3:39]. The yield is 0.930. (5) The reactants are [CH3:1][N:2]([CH3:35])[C:3]([C:5]1[N:10]=[C:9]([NH:11][CH2:12][C:13]2[C:18]([CH3:19])=[CH:17][CH:16]=[CH:15][C:14]=2[CH2:20][CH3:21])[C:8]2[N:22]=[C:23]([CH3:34])[N:24](COCC3C=CC=CC=3)[C:7]=2[CH:6]=1)=[O:4].C([O-])=O.[NH4+]. The catalyst is C(O)C.[Pd]. The product is [CH3:35][N:2]([CH3:1])[C:3]([C:5]1[N:10]=[C:9]([NH:11][CH2:12][C:13]2[C:18]([CH3:19])=[CH:17][CH:16]=[CH:15][C:14]=2[CH2:20][CH3:21])[C:8]2[N:22]=[C:23]([CH3:34])[NH:24][C:7]=2[CH:6]=1)=[O:4]. The yield is 0.730. (6) The reactants are Br[C:2]1[S:6][C:5]2[CH:7]=[CH:8][CH:9]=[CH:10][C:4]=2[CH:3]=1.[N:11]1[CH:16]=[CH:15][CH:14]=[CH:13][CH:12]=1.[Cu]C#N.C(N)CN. The catalyst is CN(C)C=O.O. The product is [C:12]([C:10]1[C:4]2[CH:3]=[CH:2][S:6][C:5]=2[CH:7]=[CH:8][CH:9]=1)#[N:11].[C:16]([C:15]1[CH:14]=[CH:13][C:12]2[CH:3]=[CH:2][S:6][C:5]=2[CH:4]=1)#[N:11]. The yield is 0.390. (7) The reactants are [F:8][C:7]([F:10])([F:9])[C:6](O[C:6](=[O:11])[C:7]([F:10])([F:9])[F:8])=[O:11].[C:14]1([CH:20]2[CH2:24][CH2:23][CH2:22][NH:21]2)[CH:19]=[CH:18][CH:17]=[CH:16][CH:15]=1.C(N(CC)CC)C. The catalyst is C(Cl)Cl. The product is [F:10][C:7]([F:8])([F:9])[C:6]([N:21]1[CH2:22][CH2:23][CH2:24][CH:20]1[C:14]1[CH:19]=[CH:18][CH:17]=[CH:16][CH:15]=1)=[O:11]. The yield is 0.620.